From a dataset of Full USPTO retrosynthesis dataset with 1.9M reactions from patents (1976-2016). Predict the reactants needed to synthesize the given product. (1) Given the product [CH3:10][O:9][C:5]1[C:6]([CH3:8])=[CH:7][C:2]([C:15]#[N:16])=[C:3]([N+:11]([O-:13])=[O:12])[CH:4]=1, predict the reactants needed to synthesize it. The reactants are: Cl[C:2]1[CH:7]=[C:6]([CH3:8])[C:5]([O:9][CH3:10])=[CH:4][C:3]=1[N+:11]([O-:13])=[O:12].[Cu](C#N)[C:15]#[N:16]. (2) Given the product [NH2:1][C:2]1[C:3]2[C:10]([C:10]3[CH:9]=[N:8][C:4]4[C:32]([CH:33]=3)=[CH:42][CH:41]=[CH:2][CH:3]=4)=[CH:9][N:8]([CH2:12][C@@H:13]([NH:16][C:17](=[O:23])[O:18][C:19]([CH3:22])([CH3:21])[CH3:20])[CH:14]=[CH2:15])[C:4]=2[N:5]=[CH:6][N:7]=1, predict the reactants needed to synthesize it. The reactants are: [NH2:1][C:2]1[C:3]2[C:10](I)=[CH:9][N:8]([CH2:12][C@@H:13]([NH:16][C:17](=[O:23])[O:18][C:19]([CH3:22])([CH3:21])[CH3:20])[CH:14]=[CH2:15])[C:4]=2[N:5]=[CH:6][N:7]=1.C(=O)([O-])[O-].[Cs+].[Cs+].CO[CH2:32][CH2:33]OC.O.C(O[CH2:41][CH3:42])(=O)C. (3) Given the product [F:55][C:52]1[CH:53]=[CH:54][C:49]([O:48][C:46]2[CH:45]=[C:44]([CH3:56])[N:43]=[C:42]([NH:40][C:30]3[CH:31]=[CH:32][C:33]([N:34]4[CH:38]=[C:37]([CH3:39])[N:36]=[CH:35]4)=[C:28]([O:27][CH3:26])[CH:29]=3)[N:47]=2)=[CH:50][CH:51]=1, predict the reactants needed to synthesize it. The reactants are: C1(P(C2CCCCC2)C2C=CC=CC=2C2C=CC=CC=2)CCCCC1.[CH3:26][O:27][C:28]1[CH:29]=[C:30]([NH2:40])[CH:31]=[CH:32][C:33]=1[N:34]1[CH:38]=[C:37]([CH3:39])[N:36]=[CH:35]1.Cl[C:42]1[N:47]=[C:46]([O:48][C:49]2[CH:54]=[CH:53][C:52]([F:55])=[CH:51][CH:50]=2)[CH:45]=[C:44]([CH3:56])[N:43]=1.ClCCl. (4) Given the product [OH:4][CH2:3][CH2:2][N:9]1[CH2:10][CH2:11][N:6]([CH3:5])[C:7](=[O:12])[CH2:8]1, predict the reactants needed to synthesize it. The reactants are: Br[CH2:2][CH2:3][OH:4].[CH3:5][N:6]1[CH2:11][CH2:10][NH:9][CH2:8][C:7]1=[O:12].C(=O)([O-])[O-].[K+].[K+]. (5) Given the product [CH3:1][S:2][C:3]1[CH:4]=[CH:5][C:6]([C:9]2[O:13][N:12]=[CH:11][C:10]=2[CH2:14][CH2:15][CH2:16][OH:17])=[CH:7][CH:8]=1, predict the reactants needed to synthesize it. The reactants are: [CH3:1][S:2][C:3]1[CH:8]=[CH:7][C:6]([C:9]2[O:13][N:12]=[CH:11][C:10]=2[CH2:14][CH2:15][C:16](OC)=[O:17])=[CH:5][CH:4]=1.[H-].C([Al+]CC(C)C)C(C)C.Cl. (6) Given the product [O-:10][S:8]([C:11]([F:14])([F:13])[F:12])(=[O:9])=[O:7].[CH3:1][N+:2]1[CH:6]=[CH:5][N:4]([CH2:17][C:16]([F:26])([F:25])[F:15])[CH:3]=1, predict the reactants needed to synthesize it. The reactants are: [CH3:1][N:2]1[CH:6]=[CH:5][N:4]=[CH:3]1.[O-:7][S:8]([C:11]([F:14])([F:13])[F:12])(=[O:10])=[O:9].[F:15][C:16]([F:26])([F:25])[CH2:17][I+]C1C=CC=CC=1. (7) Given the product [CH2:15]([O:14][C:12]([C:5]1[C:6]([C:8]([F:11])([F:10])[F:9])=[N:7][C:2]([C:23]2[CH:22]=[CH:21][C:20]([O:19][C:18]([F:17])([F:29])[F:30])=[CH:25][CH:24]=2)=[N:3][CH:4]=1)=[O:13])[CH3:16], predict the reactants needed to synthesize it. The reactants are: Cl[C:2]1[N:7]=[C:6]([C:8]([F:11])([F:10])[F:9])[C:5]([C:12]([O:14][CH2:15][CH3:16])=[O:13])=[CH:4][N:3]=1.[F:17][C:18]([F:30])([F:29])[O:19][C:20]1[CH:25]=[CH:24][C:23](B(O)O)=[CH:22][CH:21]=1.[O-]P([O-])([O-])=O.[K+].[K+].[K+]. (8) Given the product [CH3:34][O:35][C:36]1[CH:41]=[CH:40][CH:39]=[CH:38][C:37]=1[C:42]([N:44]=[C:45]=[S:46])=[O:43].[CH3:12][O:13][C:14]1[CH:15]=[C:16]2[C:21](=[CH:22][C:23]=1[O:24][CH3:25])[N:20]=[CH:19][CH:18]=[C:17]2[O:26][C:27]1[CH:33]=[CH:32][C:30]([NH:31][C:45]([NH:44][C:42](=[O:43])[C:37]2[CH:38]=[CH:39][CH:40]=[CH:41][C:36]=2[O:35][CH3:34])=[S:46])=[CH:29][CH:28]=1, predict the reactants needed to synthesize it. The reactants are: COC1C=CC=CC=1C(Cl)=O.[CH3:12][O:13][C:14]1[CH:15]=[C:16]2[C:21](=[CH:22][C:23]=1[O:24][CH3:25])[N:20]=[CH:19][CH:18]=[C:17]2[O:26][C:27]1[CH:33]=[CH:32][C:30]([NH2:31])=[CH:29][CH:28]=1.[CH3:34][O:35][C:36]1[CH:41]=[CH:40][CH:39]=[CH:38][C:37]=1[C:42]([N:44]=[C:45]=[S:46])=[O:43]. (9) Given the product [F:1][C:2]1[CH:3]=[C:4]([CH2:13][O:14][C:15]2[CH:20]=[CH:19][C:18]([CH2:21][CH2:22][C:23]([O:25][CH3:26])=[O:24])=[C:17]([CH3:27])[C:16]=2[CH3:28])[C:5]2[O:9][C:8]([CH:10]=[O:11])=[CH:7][C:6]=2[CH:12]=1, predict the reactants needed to synthesize it. The reactants are: [F:1][C:2]1[CH:3]=[C:4]([CH2:13][O:14][C:15]2[CH:20]=[CH:19][C:18]([CH2:21][CH2:22][C:23]([O:25][CH3:26])=[O:24])=[C:17]([CH3:27])[C:16]=2[CH3:28])[C:5]2[O:9][C:8]([CH2:10][OH:11])=[CH:7][C:6]=2[CH:12]=1.CC(OI1(OC(C)=O)(OC(C)=O)OC(=O)C2C=CC=CC1=2)=O.